This data is from Catalyst prediction with 721,799 reactions and 888 catalyst types from USPTO. The task is: Predict which catalyst facilitates the given reaction. (1) Reactant: Cl[C:2]1[CH:14]=[C:13]([CH3:15])[C:5]([C:6]([O:8][C:9]([CH3:12])([CH3:11])[CH3:10])=[O:7])=[C:4]([N:16]2[CH2:21][CH2:20][C:19]([CH3:23])([CH3:22])[CH2:18][CH2:17]2)[N:3]=1.C(=[NH:37])(C1C=CC=CC=1)C1C=CC=CC=1.CC1(C)C2C(=C(P(C3C=CC=CC=3)C3C=CC=CC=3)C=CC=2)OC2C(P(C3C=CC=CC=3)C3C=CC=CC=3)=CC=CC1=2.C([O-])([O-])=O.[Cs+].[Cs+].C([O-])(=O)C.[Na+].Cl.NO.[OH-].[Na+]. Product: [NH2:37][C:2]1[CH:14]=[C:13]([CH3:15])[C:5]([C:6]([O:8][C:9]([CH3:12])([CH3:11])[CH3:10])=[O:7])=[C:4]([N:16]2[CH2:21][CH2:20][C:19]([CH3:23])([CH3:22])[CH2:18][CH2:17]2)[N:3]=1. The catalyst class is: 62. (2) Product: [Si:19]([O:11][C:8]1[CH:9]=[CH:10][C:5]([CH2:4][C:3]([O:2][CH3:1])=[O:12])=[CH:6][CH:7]=1)([C:22]([CH3:25])([CH3:24])[CH3:23])([CH3:21])[CH3:20]. Reactant: [CH3:1][O:2][C:3](=[O:12])[CH2:4][C:5]1[CH:10]=[CH:9][C:8]([OH:11])=[CH:7][CH:6]=1.N1C=CN=C1.Cl[Si:19]([C:22]([CH3:25])([CH3:24])[CH3:23])([CH3:21])[CH3:20]. The catalyst class is: 3. (3) Reactant: [OH:1][C@@H:2]([C@H:4]1[C:47](=[O:48])[N:6]2[C:7]([C:41]([O:43]CC=C)=[O:42])=[C:8]([S:11]/[CH:12]=[CH:13]\[C:14]3[S:18][CH:17]=[N:16][C:15]=3[CH2:19][O:20][C:21](=[O:40])[C@H:22]([CH:37]([CH3:39])[CH3:38])[NH:23][C:24]([O:26][CH2:27][C:28]3[CH:33]=[CH:32][C:31]([N+:34]([O-:36])=[O:35])=[CH:30][CH:29]=3)=[O:25])[C@H:9]([CH3:10])[C@H:5]12)[CH3:3].CC1(C)CC(=O)CC(=O)C1.C(OCC)(=O)C.Cl. Product: [OH:1][C@@H:2]([C@H:4]1[C:47](=[O:48])[N:6]2[C:7]([C:41]([OH:43])=[O:42])=[C:8]([S:11]/[CH:12]=[CH:13]\[C:14]3[S:18][CH:17]=[N:16][C:15]=3[CH2:19][O:20][C:21](=[O:40])[C@H:22]([CH:37]([CH3:39])[CH3:38])[NH:23][C:24]([O:26][CH2:27][C:28]3[CH:29]=[CH:30][C:31]([N+:34]([O-:36])=[O:35])=[CH:32][CH:33]=3)=[O:25])[C@H:9]([CH3:10])[C@H:5]12)[CH3:3]. The catalyst class is: 334. (4) Reactant: [Cl:1][C:2]1[C:7]([CH2:8][NH:9][CH2:10][CH3:11])=[CH:6][C:5]([CH3:12])=[CH:4][N:3]=1.[CH:13]1([C:16]([OH:18])=O)[CH2:15][CH2:14]1.Cl.C(N=C=NCCCN(C)C)C.O.ON1C2C=CC=CC=2N=N1.C(N(CC)CC)C. Product: [Cl:1][C:2]1[C:7]([CH2:8][N:9]([CH2:10][CH3:11])[C:16]([CH:13]2[CH2:15][CH2:14]2)=[O:18])=[CH:6][C:5]([CH3:12])=[CH:4][N:3]=1. The catalyst class is: 2. (5) Reactant: [NH2:1][C:2]1([C:8]#[N:9])[CH2:7][CH2:6][O:5][CH2:4][CH2:3]1.[C:10](O[C:10]([O:12][C:13]([CH3:16])([CH3:15])[CH3:14])=[O:11])([O:12][C:13]([CH3:16])([CH3:15])[CH3:14])=[O:11].Cl. Product: [C:8]([C:2]1([NH:1][C:10](=[O:11])[O:12][C:13]([CH3:16])([CH3:15])[CH3:14])[CH2:7][CH2:6][O:5][CH2:4][CH2:3]1)#[N:9]. The catalyst class is: 112. (6) Reactant: [N+:1]([C:4]1[CH:9]=[CH:8][C:7]([C:10]2[O:14][CH:13]=[N:12][CH:11]=2)=[C:6]([CH:15]=[CH2:16])[CH:5]=1)([O-])=O. Product: [CH2:15]([C:6]1[CH:5]=[C:4]([CH:9]=[CH:8][C:7]=1[C:10]1[O:14][CH:13]=[N:12][CH:11]=1)[NH2:1])[CH3:16]. The catalyst class is: 29. (7) Reactant: [CH2:1]([O:8][C:9]([N:11]1[CH2:15][C:14](=[O:16])[C:13]([CH3:22])([C:17]([O:19][CH2:20][CH3:21])=[O:18])[CH2:12]1)=[O:10])[C:2]1[CH:7]=[CH:6][CH:5]=[CH:4][CH:3]=1.[BH4-].[Na+].[Cl-].[NH4+].O. Product: [CH2:1]([O:8][C:9]([N:11]1[CH2:15][CH:14]([OH:16])[C:13]([CH3:22])([C:17]([O:19][CH2:20][CH3:21])=[O:18])[CH2:12]1)=[O:10])[C:2]1[CH:3]=[CH:4][CH:5]=[CH:6][CH:7]=1. The catalyst class is: 5. (8) Product: [C:10]1([CH3:20])[CH:15]=[CH:14][C:13]([S:16]([N:1]2[C:9]3=[N:8][CH:7]=[CH:6][CH:5]=[C:4]3[CH:3]=[CH:2]2)(=[O:18])=[O:17])=[CH:12][CH:11]=1. The catalyst class is: 11. Reactant: [NH:1]1[C:9]2[C:4](=[CH:5][CH:6]=[CH:7][N:8]=2)[CH:3]=[CH:2]1.[C:10]1([CH3:20])[CH:15]=[CH:14][C:13]([S:16](Cl)(=[O:18])=[O:17])=[CH:12][CH:11]=1.S([O-])([O-])(=O)=O.[OH-].[Na+]. (9) Reactant: C(N(S(F)(F)[F:7])CC)C.[CH2:10]([N:17]1[CH2:22][CH2:21][N:20]([CH2:23][C:24]2[CH:29]=[CH:28][CH:27]=[CH:26][CH:25]=2)[CH2:19][CH:18]1[CH2:30]O)[C:11]1[CH:16]=[CH:15][CH:14]=[CH:13][CH:12]=1.C([O-])(O)=O.[Na+]. Product: [CH2:10]([N:17]1[CH2:22][CH2:21][N:20]([CH2:23][C:24]2[CH:29]=[CH:28][CH:27]=[CH:26][CH:25]=2)[CH2:19][CH:18]1[CH2:30][F:7])[C:11]1[CH:16]=[CH:15][CH:14]=[CH:13][CH:12]=1. The catalyst class is: 2.